From a dataset of Catalyst prediction with 721,799 reactions and 888 catalyst types from USPTO. Predict which catalyst facilitates the given reaction. (1) Reactant: Br[C:2]1[CH:3]=[C:4]([NH:10][C@@H:11]2[CH2:16][CH2:15][CH2:14][CH2:13][C@@H:12]2[NH:17][C:18](=[O:24])[O:19][C:20]([CH3:23])([CH3:22])[CH3:21])[CH:5]=[CH:6][C:7]=1[C:8]#[N:9].[F:25][C:26]1[CH:32]=[CH:31][C:29]([NH2:30])=[CH:28][CH:27]=1.C1C=CC(P(C2C(C3C(P(C4C=CC=CC=4)C4C=CC=CC=4)=CC=C4C=3C=CC=C4)=C3C(C=CC=C3)=CC=2)C2C=CC=CC=2)=CC=1.C([O-])([O-])=O.[K+].[K+]. Product: [C:8]([C:7]1[CH:6]=[CH:5][C:4]([NH:10][C@@H:11]2[CH2:16][CH2:15][CH2:14][CH2:13][C@@H:12]2[NH:17][C:18](=[O:24])[O:19][C:20]([CH3:23])([CH3:22])[CH3:21])=[CH:3][C:2]=1[NH:30][C:29]1[CH:31]=[CH:32][C:26]([F:25])=[CH:27][CH:28]=1)#[N:9]. The catalyst class is: 231. (2) Reactant: [Cl:1][C:2]1[CH:3]=[C:4]([CH:12]([CH3:16])[C:13]([OH:15])=O)[CH:5]=[CH:6][C:7]=1[S:8]([CH3:11])(=[O:10])=[O:9].ON1C2C=CC=CC=2N=N1.F[B-](F)(F)F.N1(OC(N(C)C)=[N+](C)C)C2C=CC=CC=2N=N1.C(N(C(C)C)C(C)C)C.[Cl:58][C:59]1[CH:60]=[C:61]([N:65]2[C:69]([CH2:70][NH2:71])=[CH:68][C:67]([C:72]([F:75])([F:74])[F:73])=[N:66]2)[CH:62]=[CH:63][CH:64]=1. Product: [Cl:1][C:2]1[CH:3]=[C:4]([CH:12]([CH3:16])[C:13]([NH:71][CH2:70][C:69]2[N:65]([C:61]3[CH:62]=[CH:63][CH:64]=[C:59]([Cl:58])[CH:60]=3)[N:66]=[C:67]([C:72]([F:73])([F:74])[F:75])[CH:68]=2)=[O:15])[CH:5]=[CH:6][C:7]=1[S:8]([CH3:11])(=[O:9])=[O:10]. The catalyst class is: 1. (3) Reactant: C([Li])CCC.CCCCCC.[S:12]1[CH:16]=[CH:15][N:14]2[CH:17]=[N:18][CH:19]=[C:13]12.[CH3:20][Si:21](Cl)([CH3:23])[CH3:22].[Cl-].[NH4+]. Product: [CH3:20][Si:21]([CH3:23])([CH3:22])[C:16]1[S:12][C:13]2=[CH:19][N:18]=[CH:17][N:14]2[CH:15]=1. The catalyst class is: 56. (4) Reactant: Br[C:2]1[CH:9]=[CH:8][C:5]([C:6]#[N:7])=[CH:4][CH:3]=1.[F:10][C:11]1[CH:16]=[CH:15][C:14](B(O)O)=[CH:13][CH:12]=1.C1(C)C=CC=CC=1.[F-].[K+]. Product: [F:10][C:11]1[CH:16]=[CH:15][C:14]([C:2]2[CH:9]=[CH:8][C:5]([C:6]#[N:7])=[CH:4][CH:3]=2)=[CH:13][CH:12]=1. The catalyst class is: 103. (5) Reactant: N#N.[C:3]([Si:7]([CH3:26])([CH3:25])[O:8][CH:9]([C:11]1[O:12][C:13]([CH2:16][N:17]2[N:21]=[C:20]([N+:22]([O-])=O)[CH:19]=[N:18]2)=[CH:14][N:15]=1)[CH3:10])([CH3:6])([CH3:5])[CH3:4].[NH4+].[Cl-]. Product: [C:3]([Si:7]([CH3:26])([CH3:25])[O:8][CH:9]([C:11]1[O:12][C:13]([CH2:16][N:17]2[N:21]=[C:20]([NH2:22])[CH:19]=[N:18]2)=[CH:14][N:15]=1)[CH3:10])([CH3:6])([CH3:5])[CH3:4]. The catalyst class is: 314.